This data is from Full USPTO retrosynthesis dataset with 1.9M reactions from patents (1976-2016). The task is: Predict the reactants needed to synthesize the given product. Given the product [CH2:18]([O:17][C:15]([C:12]1[S:11][C:10]([C:8]#[C:7][C:1]2[CH:6]=[CH:5][CH:4]=[CH:3][CH:2]=2)=[N:14][CH:13]=1)=[O:16])[CH3:19], predict the reactants needed to synthesize it. The reactants are: [C:1]1([C:7]#[CH:8])[CH:6]=[CH:5][CH:4]=[CH:3][CH:2]=1.Br[C:10]1[S:11][C:12]([C:15]([O:17][CH2:18][CH3:19])=[O:16])=[CH:13][N:14]=1.C(N(CC)CC)C.